This data is from Peptide-MHC class II binding affinity with 134,281 pairs from IEDB. The task is: Regression. Given a peptide amino acid sequence and an MHC pseudo amino acid sequence, predict their binding affinity value. This is MHC class II binding data. (1) The peptide sequence is GWYRSAFSRVVHLY. The MHC is H-2-IAb with pseudo-sequence H-2-IAb. The binding affinity (normalized) is 0.465. (2) The peptide sequence is EKKEFAATQFEPLAA. The binding affinity (normalized) is 0.469. The MHC is DRB1_0101 with pseudo-sequence DRB1_0101. (3) The binding affinity (normalized) is 0.377. The MHC is DRB1_0701 with pseudo-sequence DRB1_0701. The peptide sequence is IQLKCSDSMPCKDIK.